Predict the product of the given reaction. From a dataset of Forward reaction prediction with 1.9M reactions from USPTO patents (1976-2016). (1) Given the reactants [N:1]1([CH2:8][CH2:9][O:10][C:11]2[CH:38]=[CH:37][C:14]([C:15]([C:17]3[C:26]4[C:21](=[CH:22][C:23]([O:27][CH3:28])=[CH:24][CH:25]=4)[CH:20]=[CH:19][C:18]=3OS(C(F)(F)F)(=O)=O)=[O:16])=[CH:13][CH:12]=2)[CH2:7][CH2:6][CH2:5][CH2:4][CH2:3][CH2:2]1.[F-].[Cs+].Br[C:42]1[CH:47]=[C:46]([F:48])[CH:45]=[C:44]([F:49])[C:43]=1[F:50], predict the reaction product. The product is: [N:1]1([CH2:8][CH2:9][O:10][C:11]2[CH:12]=[CH:13][C:14]([C:15]([C:17]3[C:26]4[C:21](=[CH:22][C:23]([O:27][CH3:28])=[CH:24][CH:25]=4)[CH:20]=[CH:19][C:18]=3[C:42]3[CH:47]=[C:46]([F:48])[CH:45]=[C:44]([F:49])[C:43]=3[F:50])=[O:16])=[CH:37][CH:38]=2)[CH2:2][CH2:3][CH2:4][CH2:5][CH2:6][CH2:7]1. (2) Given the reactants [CH3:1][S:2]([C:5]1[CH:6]=[CH:7][C:8]([C@@H:11]([OH:21])[C@H:12]([NH:15][C:16]([CH:18]([Cl:20])[Cl:19])=[O:17])[CH2:13][OH:14])=[CH:9][CH:10]=1)(=[O:4])=[O:3].CO[C:24](OC)([CH3:26])[CH3:25].C1(C)C=CC(S(O)(=O)=O)=CC=1, predict the reaction product. The product is: [Cl:19][CH:18]([Cl:20])[C:16]([N:15]1[C@H:12]([CH2:13][OH:14])[C@@H:11]([C:8]2[CH:7]=[CH:6][C:5]([S:2]([CH3:1])(=[O:3])=[O:4])=[CH:10][CH:9]=2)[O:21][C:24]1([CH3:26])[CH3:25])=[O:17]. (3) Given the reactants [CH3:1][N:2]([CH3:7])[CH2:3][C:4](O)=[O:5].[NH2:8][CH2:9][CH2:10][O:11][C:12]1[CH:21]=[CH:20][CH:19]=[C:18]2[C:13]=1[C:14]([NH:22][C:23]1[CH:28]=[CH:27][C:26]([O:29][CH2:30][C:31]3[CH:36]=[CH:35][CH:34]=[CH:33][N:32]=3)=[C:25]([Cl:37])[CH:24]=1)=[N:15][CH:16]=[N:17]2, predict the reaction product. The product is: [Cl:37][C:25]1[CH:24]=[C:23]([NH:22][C:14]2[C:13]3[C:18](=[CH:19][CH:20]=[CH:21][C:12]=3[O:11][CH2:10][CH2:9][NH:8][C:4](=[O:5])[CH2:3][N:2]([CH3:7])[CH3:1])[N:17]=[CH:16][N:15]=2)[CH:28]=[CH:27][C:26]=1[O:29][CH2:30][C:31]1[CH:36]=[CH:35][CH:34]=[CH:33][N:32]=1. (4) Given the reactants [CH3:1][C:2]1[CH:7]=[CH:6][N:5]=[C:4]([CH:8]=[CH:9][C:10]2[C:18]3[C:13](=[CH:14][C:15]([NH:19][C:20]4[CH:28]=[CH:27][CH:26]=[CH:25][C:21]=4[C:22](O)=[O:23])=[CH:16][CH:17]=3)[N:12](C3CCCCO3)[N:11]=2)[CH:3]=1.[N:35]1[CH:40]=[CH:39][CH:38]=[CH:37][C:36]=1[CH2:41][NH2:42], predict the reaction product. The product is: [CH3:1][C:2]1[CH:7]=[CH:6][N:5]=[C:4]([CH:8]=[CH:9][C:10]2[C:18]3[C:13](=[CH:14][C:15]([NH:19][C:20]4[CH:28]=[CH:27][CH:26]=[CH:25][C:21]=4[C:22]([NH:42][CH2:41][C:36]4[CH:37]=[CH:38][CH:39]=[CH:40][N:35]=4)=[O:23])=[CH:16][CH:17]=3)[NH:12][N:11]=2)[CH:3]=1. (5) Given the reactants [NH2:1][C:2]1[C:7]([C:8]([F:11])([F:10])[F:9])=[CH:6][CH:5]=[CH:4][C:3]=1[C:12]([C:14]1[CH:19]=[CH:18][CH:17]=[CH:16][CH:15]=1)=O.F[C:21]1[C:26](C(F)(F)F)=[CH:25][CH:24]=[CH:23][C:22]=1[C:31]([C:33]1C=CC=[CH:35][CH:34]=1)=[O:32], predict the reaction product. The product is: [CH3:35][C:34]1[C:33]([C:31]([C:22]2[CH:23]=[CH:24][CH:25]=[CH:26][CH:21]=2)=[O:32])=[C:12]([C:14]2[CH:19]=[CH:18][CH:17]=[CH:16][CH:15]=2)[C:3]2[C:2](=[C:7]([C:8]([F:11])([F:10])[F:9])[CH:6]=[CH:5][CH:4]=2)[N:1]=1. (6) Given the reactants [CH3:1][C:2]1[CH:10]=[CH:9][C:8]([N:11]([CH3:20])[S:12]([C:15]2[S:16][CH:17]=[CH:18][CH:19]=2)(=[O:14])=[O:13])=[C:7]2[C:3]=1[CH:4]=[C:5]([C:21](=[S:23])[NH2:22])[NH:6]2.Br[CH2:25][CH:26](OCC)OCC.CN(C)C(=O)C, predict the reaction product. The product is: [CH3:20][N:11]([C:8]1[CH:9]=[CH:10][C:2]([CH3:1])=[C:3]2[C:7]=1[NH:6][C:5]([C:21]1[S:23][CH:25]=[CH:26][N:22]=1)=[CH:4]2)[S:12]([C:15]1[S:16][CH:17]=[CH:18][CH:19]=1)(=[O:14])=[O:13].